From a dataset of Reaction yield outcomes from USPTO patents with 853,638 reactions. Predict the reaction yield, written as a fraction of the theoretical maximum amount of product (1.0 means a 100% yield; for example, 0.34 means a 34% yield). (1) The reactants are [F:1][C:2]1[C:7]2[N:8]=C(C)[S:10][C:6]=2[C:5]([F:12])=[CH:4][C:3]=1[F:13].[ClH:14].O1CCOCC1. The catalyst is C(O)CO.[OH-].[Na+]. The product is [ClH:14].[NH2:8][C:7]1[C:2]([F:1])=[C:3]([F:13])[CH:4]=[C:5]([F:12])[C:6]=1[SH:10]. The yield is 0.730. (2) The reactants are C[O:2][C:3]1[CH:8]=[C:7]([CH2:9][O:10][CH3:11])[C:6]([O:12]C)=[CH:5][C:4]=1[CH2:14][O:15][CH3:16].[N+]([O-])([O-])=O.[NH4+].[Ce]. The catalyst is C(#N)C.O. The product is [CH3:16][O:15][CH2:14][C:4]1[C:3](=[O:2])[CH:8]=[C:7]([CH2:9][O:10][CH3:11])[C:6](=[O:12])[CH:5]=1. The yield is 0.670. (3) The reactants are C([O:3][C:4]([C:6]1[CH2:10][C:9]2([CH2:15][CH2:14][O:13][CH2:12][CH2:11]2)[O:8][N:7]=1)=[O:5])C.O.[Li+].[OH-]. The catalyst is CO. The product is [O:8]1[C:9]2([CH2:15][CH2:14][O:13][CH2:12][CH2:11]2)[CH2:10][C:6]([C:4]([OH:5])=[O:3])=[N:7]1. The yield is 0.960. (4) The reactants are [C:1]([O:5][C:6](=[O:17])[NH:7][CH2:8][C:9]1[C:14]([Br:15])=[CH:13][N:12]=[C:11]([NH2:16])[CH:10]=1)([CH3:4])([CH3:3])[CH3:2].[CH2:18]([O:20][C:21](=[O:26])[CH:22](Cl)[CH:23]=O)[CH3:19]. The catalyst is O1CCOCC1.CCOC(C)=O. The product is [CH2:18]([O:20][C:21]([C:22]1[N:12]2[CH:13]=[C:14]([Br:15])[C:9]([CH2:8][NH:7][C:6]([O:5][C:1]([CH3:4])([CH3:2])[CH3:3])=[O:17])=[CH:10][C:11]2=[N:16][CH:23]=1)=[O:26])[CH3:19]. The yield is 0.410. (5) The catalyst is CO. The product is [CH3:12][O:13][CH2:2][C:3]1[NH:4][C:5]2[CH:11]=[CH:10][CH:9]=[CH:8][C:6]=2[N:7]=1. The yield is 0.190. The reactants are Cl[CH2:2][C:3]1[NH:4][C:5]2[CH:11]=[CH:10][CH:9]=[CH:8][C:6]=2[N:7]=1.[CH3:12][OH:13].C[O-].[Na+].O. (6) The reactants are [N+:1]([C:4]1[CH:9]=[CH:8][C:7]([C:10]2[C:18]3[C:13](=[N:14][CH:15]=[N:16][C:17]=3[NH2:19])[NH:12][N:11]=2)=[CH:6][CH:5]=1)([O-:3])=[O:2].C([O-])([O-])=O.[K+].[K+].CS(O[C@H:31]1[CH2:35][CH2:34][N:33]([C:36]([O:38][C:39]([CH3:42])([CH3:41])[CH3:40])=[O:37])[CH2:32]1)(=O)=O. The catalyst is CN(C=O)C. The product is [NH2:19][C:17]1[N:16]=[CH:15][N:14]=[C:13]2[N:12]([C@@H:35]3[CH2:31][CH2:32][N:33]([C:36]([O:38][C:39]([CH3:42])([CH3:41])[CH3:40])=[O:37])[CH2:34]3)[N:11]=[C:10]([C:7]3[CH:6]=[CH:5][C:4]([N+:1]([O-:3])=[O:2])=[CH:9][CH:8]=3)[C:18]=12. The yield is 0.460.